This data is from Peptide-MHC class II binding affinity with 134,281 pairs from IEDB. The task is: Regression. Given a peptide amino acid sequence and an MHC pseudo amino acid sequence, predict their binding affinity value. This is MHC class II binding data. (1) The binding affinity (normalized) is 0.494. The peptide sequence is DNSFVSAISQTEVKE. The MHC is DRB1_0801 with pseudo-sequence DRB1_0801. (2) The peptide sequence is PRCWLIRNGSYLNTS. The MHC is DRB4_0101 with pseudo-sequence DRB4_0103. The binding affinity (normalized) is 0.333. (3) The peptide sequence is GELAIVDKIDAAFKI. The MHC is DRB1_1501 with pseudo-sequence DRB1_1501. The binding affinity (normalized) is 0.550.